Task: Regression. Given a peptide amino acid sequence and an MHC pseudo amino acid sequence, predict their binding affinity value. This is MHC class II binding data.. Dataset: Peptide-MHC class II binding affinity with 134,281 pairs from IEDB (1) The peptide sequence is AIDRPAEARKVCYNA. The MHC is DRB1_0101 with pseudo-sequence DRB1_0101. The binding affinity (normalized) is 0.133. (2) The binding affinity (normalized) is 0.269. The peptide sequence is SPALFLSFLYTLELK. The MHC is DRB1_0802 with pseudo-sequence DRB1_0802. (3) The peptide sequence is ATISATPESATPFPH. The MHC is DRB5_0101 with pseudo-sequence DRB5_0101. The binding affinity (normalized) is 0.110. (4) The peptide sequence is ARRRLRTLVLAPTRV. The MHC is DRB3_0301 with pseudo-sequence DRB3_0301. The binding affinity (normalized) is 0.607. (5) The peptide sequence is VQDPKFWELVDEERK. The MHC is DRB3_0202 with pseudo-sequence DRB3_0202. The binding affinity (normalized) is 0.277. (6) The peptide sequence is GEEYLILSARDVLAV. The MHC is HLA-DQA10501-DQB10201 with pseudo-sequence HLA-DQA10501-DQB10201. The binding affinity (normalized) is 0.593. (7) The peptide sequence is AVPLRLLGGLHRMVL. The MHC is DRB1_1501 with pseudo-sequence DRB1_1501. The binding affinity (normalized) is 0.674. (8) The peptide sequence is DAAFKVAATAANAAP. The binding affinity (normalized) is 0.555. The MHC is HLA-DQA10501-DQB10301 with pseudo-sequence HLA-DQA10501-DQB10301.